This data is from Forward reaction prediction with 1.9M reactions from USPTO patents (1976-2016). The task is: Predict the product of the given reaction. (1) Given the reactants C[O:2][CH2:3][C:4]1[N:9]=[C:8]([N:10]2[CH2:15][CH2:14][N:13]([S:16]([N:19]3[CH2:23][CH2:22][CH2:21][CH2:20]3)(=[O:18])=[O:17])[CH2:12][CH2:11]2)[CH:7]=[CH:6][N:5]=1.B(Br)(Br)Br, predict the reaction product. The product is: [N:19]1([S:16]([N:13]2[CH2:12][CH2:11][N:10]([C:8]3[CH:7]=[CH:6][N:5]=[C:4]([CH2:3][OH:2])[N:9]=3)[CH2:15][CH2:14]2)(=[O:18])=[O:17])[CH2:20][CH2:21][CH2:22][CH2:23]1. (2) The product is: [CH3:16][O:15][CH2:14][CH2:13][O:11][C:3]1[CH:4]=[CH:5][CH:6]=[C:7]([N+:8]([O-:10])=[O:9])[C:2]=1[NH2:1]. Given the reactants [NH2:1][C:2]1[C:7]([N+:8]([O-:10])=[O:9])=[CH:6][CH:5]=[CH:4][C:3]=1[OH:11].Br[CH2:13][CH2:14][O:15][CH3:16].C([O-])([O-])=O.[K+].[K+].O, predict the reaction product. (3) Given the reactants [CH2:1]([C@@H:3]1[O:5][CH2:4]1)Cl.[CH3:6][C:7]1([CH3:18])[CH2:16][CH2:15][CH2:14][C:13]2[CH:12]=[C:11]([OH:17])[CH:10]=[CH:9][C:8]1=2.C(=O)([O-])[O-].[K+].[K+], predict the reaction product. The product is: [CH3:6][C:7]1([CH3:18])[CH2:16][CH2:15][CH2:14][C:13]2[CH:12]=[C:11]([O:17][CH2:1][C@@H:3]3[CH2:4][O:5]3)[CH:10]=[CH:9][C:8]1=2. (4) Given the reactants Br[C:2]1[C:7]2[O:8][C:9]3[CH:14]=[CH:13][CH:12]=[CH:11][C:10]=3[C:6]=2[CH:5]=[CH:4][CH:3]=1.[C:15]1([C:34]2[CH:39]=[CH:38][CH:37]=[CH:36][CH:35]=2)[CH:20]=[CH:19][C:18]([NH:21][C:22]2[CH:27]=[CH:26][C:25]([C:28]3[CH:33]=[CH:32][CH:31]=[CH:30][CH:29]=3)=[CH:24][CH:23]=2)=[CH:17][CH:16]=1.N#N.P(C(C)(C)C)(C(C)(C)C)C(C)(C)C.CC([O-])(C)C.[Na+], predict the reaction product. The product is: [C:25]1([C:28]2[CH:29]=[CH:30][CH:31]=[CH:32][CH:33]=2)[CH:24]=[CH:23][C:22]([N:21]([C:18]2[CH:19]=[CH:20][C:15]([C:34]3[CH:39]=[CH:38][CH:37]=[CH:36][CH:35]=3)=[CH:16][CH:17]=2)[C:2]2[C:7]3[O:8][C:9]4[CH:14]=[CH:13][CH:12]=[CH:11][C:10]=4[C:6]=3[CH:5]=[CH:4][CH:3]=2)=[CH:27][CH:26]=1. (5) Given the reactants [NH2:1][C:2]1[CH:3]=[C:4]([S:8]([NH:11][CH2:12][CH2:13][CH2:14][NH:15][C:16]2[C:21]([I:22])=[CH:20][N:19]=[C:18](Cl)[N:17]=2)(=[O:10])=[O:9])[CH:5]=[CH:6][CH:7]=1.C(#N)C.O, predict the reaction product. The product is: [I:22][C:21]1[CH:20]=[N:19][C:18]2[NH:1][C:2]3[CH:7]=[CH:6][CH:5]=[C:4]([CH:3]=3)[S:8](=[O:10])(=[O:9])[NH:11][CH2:12][CH2:13][CH2:14][NH:15][C:16]=1[N:17]=2. (6) Given the reactants [N+:1]([C:4]1[CH:10]=[C:9]([OH:11])[CH:8]=[CH:7][C:5]=1[NH2:6])([O-])=O.Cl[C:13]1[CH:18]=[CH:17][C:16]([N+:19]([O-])=O)=[CH:15][N:14]=1.C([O-])([O-])=O.[K+].[K+], predict the reaction product. The product is: [NH2:19][C:16]1[CH:17]=[CH:18][C:13]([O:11][C:9]2[CH:8]=[CH:7][C:5]([NH2:6])=[C:4]([NH2:1])[CH:10]=2)=[N:14][CH:15]=1.